Dataset: Forward reaction prediction with 1.9M reactions from USPTO patents (1976-2016). Task: Predict the product of the given reaction. (1) Given the reactants [NH2:1][C:2]1[CH:7]=[CH:6][C:5]([F:8])=[CH:4][C:3]=1[NH:9][C:10](=O)[C:11]1[CH:16]=[C:15]([C:17]([F:20])([F:19])[F:18])[CH:14]=[N:13][C:12]=1[Cl:21], predict the reaction product. The product is: [Cl:21][C:12]1[C:11]([C:10]2[NH:1][C:2]3[CH:7]=[CH:6][C:5]([F:8])=[CH:4][C:3]=3[N:9]=2)=[CH:16][C:15]([C:17]([F:20])([F:19])[F:18])=[CH:14][N:13]=1. (2) Given the reactants Br[CH2:2][CH2:3][CH2:4][O:5][C:6]1[CH:11]=[CH:10][C:9]([N:12]2[CH2:17][CH2:16][N:15]([C:18]([O:20][C:21]([CH3:24])([CH3:23])[CH3:22])=[O:19])[CH2:14][C:13]2=[O:25])=[CH:8][CH:7]=1.C(=O)([O-])[O-].[K+].[K+].[I-].[K+].[CH3:34][CH:35]1[CH2:39][CH2:38][CH2:37][NH:36]1, predict the reaction product. The product is: [CH3:34][CH:35]1[CH2:39][CH2:38][CH2:37][N:36]1[CH2:2][CH2:3][CH2:4][O:5][C:6]1[CH:11]=[CH:10][C:9]([N:12]2[CH2:17][CH2:16][N:15]([C:18]([O:20][C:21]([CH3:24])([CH3:23])[CH3:22])=[O:19])[CH2:14][C:13]2=[O:25])=[CH:8][CH:7]=1. (3) Given the reactants [Br:1][C:2]1[N:7]=[C:6]([C:8]([OH:10])=[O:9])[C:5]([Cl:11])=[CH:4][CH:3]=1.S(=O)(=O)(O)O.[CH2:17](O)[CH3:18], predict the reaction product. The product is: [Br:1][C:2]1[N:7]=[C:6]([C:8]([O:10][CH2:17][CH3:18])=[O:9])[C:5]([Cl:11])=[CH:4][CH:3]=1. (4) Given the reactants [CH2:1]([N:8]([CH3:29])[C:9](=[O:28])[CH2:10][O:11][C:12]1[CH:17]=[CH:16][C:15]([CH2:18][C@H:19]([O:25][CH2:26][CH3:27])[C:20]([O:22]CC)=[O:21])=[CH:14][CH:13]=1)[C:2]1[CH:7]=[CH:6][CH:5]=[CH:4][CH:3]=1.[Li+].[OH-], predict the reaction product. The product is: [CH2:1]([N:8]([CH3:29])[C:9](=[O:28])[CH2:10][O:11][C:12]1[CH:17]=[CH:16][C:15]([CH2:18][C@H:19]([O:25][CH2:26][CH3:27])[C:20]([OH:22])=[O:21])=[CH:14][CH:13]=1)[C:2]1[CH:7]=[CH:6][CH:5]=[CH:4][CH:3]=1. (5) Given the reactants [CH3:1][C:2]1[C:10]([F:11])=[CH:9][C:5]([C:6]([OH:8])=[O:7])=[C:4]([F:12])[CH:3]=1.S(=O)(=O)(O)O.[CH3:18]O, predict the reaction product. The product is: [F:12][C:4]1[CH:3]=[C:2]([CH3:1])[C:10]([F:11])=[CH:9][C:5]=1[C:6]([O:8][CH3:18])=[O:7]. (6) The product is: [CH:1]1([NH:4][C:5]([NH:39][C:36]2[CH:37]=[CH:38][C:33]([O:32][C:31]3[C:26]4[CH:25]=[C:24]([C:18]5[CH:19]=[CH:20][CH:21]=[CH:22][CH:23]=5)[NH:40][C:27]=4[N:28]=[CH:29][N:30]=3)=[CH:34][CH:35]=2)=[O:6])[CH2:3][CH2:2]1. Given the reactants [CH:1]1([NH:4][C:5](=O)[O:6]C2C=CC=CC=2)[CH2:3][CH2:2]1.CS(C)=O.[C:18]1([C:24]2[NH:40][C:27]3[N:28]=[CH:29][N:30]=[C:31]([O:32][C:33]4[CH:38]=[CH:37][C:36]([NH2:39])=[CH:35][CH:34]=4)[C:26]=3[CH:25]=2)[CH:23]=[CH:22][CH:21]=[CH:20][CH:19]=1, predict the reaction product. (7) Given the reactants [CH2:1]([C@@:4]1([CH3:31])[CH2:9][C@H:8]([C:10]2[CH:15]=[CH:14][CH:13]=[C:12]([Cl:16])[CH:11]=2)[C@@H:7]([C:17]2[CH:22]=[CH:21][C:20]([Cl:23])=[CH:19][CH:18]=2)[N:6]([C@@H:24]([CH2:28][CH3:29])[C:25](=[O:27])[CH3:26])[C:5]1=[O:30])[CH:2]=[CH2:3].CCC(C)[BH-](C(C)CC)C(C)CC.[Li+], predict the reaction product. The product is: [CH2:1]([C@@:4]1([CH3:31])[CH2:9][C@H:8]([C:10]2[CH:15]=[CH:14][CH:13]=[C:12]([Cl:16])[CH:11]=2)[C@@H:7]([C:17]2[CH:18]=[CH:19][C:20]([Cl:23])=[CH:21][CH:22]=2)[N:6]([C@@H:24]([CH2:28][CH3:29])[C@@H:25]([OH:27])[CH3:26])[C:5]1=[O:30])[CH:2]=[CH2:3]. (8) Given the reactants [CH3:1][N:2]([C@@H:10]([CH3:33])[C:11]([NH:13][C@H:14]1[CH2:20][N:19]([C:21](=[O:27])[CH2:22][S:23]([CH3:26])(=[O:25])=[O:24])[C:18]2[CH:28]=[CH:29][CH:30]=[CH:31][C:17]=2[NH:16][C:15]1=[O:32])=[O:12])[C:3](=[O:9])[O:4][C:5]([CH3:8])([CH3:7])[CH3:6].CS(O[CH2:39][C:40]1[C:49]2[C:44](=[CH:45][CH:46]=[CH:47][CH:48]=2)[CH:43]=[CH:42][C:41]=1[O:50][CH:51]([F:53])[F:52])(=O)=O.C([O-])([O-])=O.[Cs+].[Cs+], predict the reaction product. The product is: [F:52][CH:51]([F:53])[O:50][C:41]1[CH:42]=[CH:43][C:44]2[C:49](=[CH:48][CH:47]=[CH:46][CH:45]=2)[C:40]=1[CH2:39][N:16]1[C:15](=[O:32])[C@@H:14]([NH:13][C:11](=[O:12])[C@@H:10]([N:2]([CH3:1])[C:3](=[O:9])[O:4][C:5]([CH3:8])([CH3:6])[CH3:7])[CH3:33])[CH2:20][N:19]([C:21](=[O:27])[CH2:22][S:23]([CH3:26])(=[O:24])=[O:25])[C:18]2[CH:28]=[CH:29][CH:30]=[CH:31][C:17]1=2. (9) Given the reactants Br[CH2:2][C:3]1[CH:4]=[N:5][C:6]([C:9]2[CH:14]=[CH:13][CH:12]=[CH:11][CH:10]=2)=[N:7][CH:8]=1.[N:15]1[CH:20]=[CH:19][C:18](B(O)O)=[CH:17][CH:16]=1, predict the reaction product. The product is: [C:9]1([C:6]2[N:5]=[CH:4][C:3]([CH2:2][C:18]3[CH:19]=[CH:20][N:15]=[CH:16][CH:17]=3)=[CH:8][N:7]=2)[CH:14]=[CH:13][CH:12]=[CH:11][CH:10]=1.